From a dataset of Full USPTO retrosynthesis dataset with 1.9M reactions from patents (1976-2016). Predict the reactants needed to synthesize the given product. (1) Given the product [C:1]([Si:5]([CH3:35])([CH3:34])[O:6][CH2:7][CH2:8][N:9]([CH2:21][C:22]1[CH:27]=[CH:26][C:25]([CH:28]=[CH:29][C:30]([OH:32])=[O:31])=[CH:24][CH:23]=1)[CH2:10][CH2:11][C:12]1[C:20]2[C:15](=[CH:16][CH:17]=[CH:18][CH:19]=2)[NH:14][CH:13]=1)([CH3:3])([CH3:4])[CH3:2], predict the reactants needed to synthesize it. The reactants are: [C:1]([Si:5]([CH3:35])([CH3:34])[O:6][CH2:7][CH2:8][N:9]([CH2:21][C:22]1[CH:27]=[CH:26][C:25]([CH:28]=[CH:29][C:30]([O:32]C)=[O:31])=[CH:24][CH:23]=1)[CH2:10][CH2:11][C:12]1[C:20]2[C:15](=[CH:16][CH:17]=[CH:18][CH:19]=2)[NH:14][CH:13]=1)([CH3:4])([CH3:3])[CH3:2].O[Li].O. (2) Given the product [CH:1]1([C:4]2[C:5]([CH2:18][N:19]3[CH2:24][CH2:23][C:22]([C:27]4[CH:32]=[CH:31][C:30]([F:33])=[CH:29][CH:28]=4)([CH2:25][O:26][CH3:36])[CH2:21][CH2:20]3)=[CH:6][C:7]([F:17])=[C:8]([CH:16]=2)[C:9]([O:11][C:12]([CH3:13])([CH3:14])[CH3:15])=[O:10])[CH2:3][CH2:2]1, predict the reactants needed to synthesize it. The reactants are: [CH:1]1([C:4]2[C:5]([CH2:18][N:19]3[CH2:24][CH2:23][C:22]([C:27]4[CH:32]=[CH:31][C:30]([F:33])=[CH:29][CH:28]=4)([CH2:25][OH:26])[CH2:21][CH2:20]3)=[CH:6][C:7]([F:17])=[C:8]([CH:16]=2)[C:9]([O:11][C:12]([CH3:15])([CH3:14])[CH3:13])=[O:10])[CH2:3][CH2:2]1.CI.[CH3:36][Si]([N-][Si](C)(C)C)(C)C.[Li+].